Dataset: Forward reaction prediction with 1.9M reactions from USPTO patents (1976-2016). Task: Predict the product of the given reaction. (1) Given the reactants C([O:3][C:4](=[O:34])[C:5]1[CH:10]=[CH:9][CH:8]=[C:7]([NH:11][C:12]([C:14]2[N:18]3[N:19]=[C:20]([NH:24][CH2:25][C:26]4[CH:31]=[CH:30][C:29]([O:32][CH3:33])=[CH:28][CH:27]=4)[CH:21]=[C:22]([CH3:23])[C:17]3=[N:16][CH:15]=2)=[O:13])[CH:6]=1)C.[OH-].[K+], predict the reaction product. The product is: [CH3:33][O:32][C:29]1[CH:28]=[CH:27][C:26]([CH2:25][NH:24][C:20]2[CH:21]=[C:22]([CH3:23])[C:17]3[N:18]([C:14]([C:12]([NH:11][C:7]4[CH:6]=[C:5]([CH:10]=[CH:9][CH:8]=4)[C:4]([OH:34])=[O:3])=[O:13])=[CH:15][N:16]=3)[N:19]=2)=[CH:31][CH:30]=1. (2) The product is: [Br:1][C:2]1[CH:11]=[C:10]2[C:5](=[CH:4][CH:3]=1)[C:6]([CH3:14])=[CH:7][C:8]([O:12][CH3:13])=[CH:9]2. Given the reactants [Br:1][C:2]1[CH2:3][CH2:4][C:5]2[C:10]([CH:11]=1)=[CH:9][C:8]([O:12][CH3:13])=[CH:7][C:6]=2[CH3:14].C(C1C(=O)C(Cl)=C(Cl)C(=O)C=1C#N)#N, predict the reaction product. (3) Given the reactants [CH3:1][O:2][C:3]([C:5]1[CH:10]=[CH:9][CH:8]=[C:7]([C:11](OC)=[O:12])[N:6]=1)=[O:4].[BH4-].[Na+].C(O)(=O)CC(CC(O)=O)(C(O)=O)O, predict the reaction product. The product is: [CH:11]([C:7]1[N:6]=[C:5]([C:3]([O:2][CH3:1])=[O:4])[CH:10]=[CH:9][CH:8]=1)=[O:12].